From a dataset of Full USPTO retrosynthesis dataset with 1.9M reactions from patents (1976-2016). Predict the reactants needed to synthesize the given product. (1) Given the product [CH3:13][N:9]([CH2:10][CH2:11][CH3:12])[C:7](=[O:8])[C:6]1[CH:5]=[C:4]([CH:16]=[C:15]([C:17]2[S:18][CH:19]=[CH:20][N:21]=2)[CH:14]=1)[C:3]([OH:22])=[O:2], predict the reactants needed to synthesize it. The reactants are: C[O:2][C:3](=[O:22])[C:4]1[CH:16]=[C:15]([C:17]2[S:18][CH:19]=[CH:20][N:21]=2)[CH:14]=[C:6]([C:7]([N:9]([CH3:13])[CH2:10][CH2:11][CH3:12])=[O:8])[CH:5]=1.[OH-].[Na+].Cl. (2) Given the product [Cl:8][C:6]1[N:5]=[C:4]2[N:9]([CH:12]3[CH2:17][CH2:16][CH2:15][CH2:14][O:13]3)[N:10]=[CH:11][C:3]2=[C:2]([NH:25][C:23]2[N:22]=[CH:21][N:20]([CH3:19])[CH:24]=2)[N:7]=1, predict the reactants needed to synthesize it. The reactants are: Cl[C:2]1[N:7]=[C:6]([Cl:8])[N:5]=[C:4]2[N:9]([CH:12]3[CH2:17][CH2:16][CH2:15][CH2:14][O:13]3)[N:10]=[CH:11][C:3]=12.Cl.[CH3:19][N:20]1[CH:24]=[C:23]([NH2:25])[N:22]=[CH:21]1. (3) Given the product [CH3:11][O:12][C:13](=[O:24])[C:14]1[CH:19]=[CH:18][C:17]([O:20][CH3:21])=[C:16]([CH3:22])[C:15]=1[NH:23][C:6](=[O:7])[C:5]1[CH:9]=[CH:10][C:2]([F:1])=[CH:3][CH:4]=1, predict the reactants needed to synthesize it. The reactants are: [F:1][C:2]1[CH:10]=[CH:9][C:5]([C:6](O)=[O:7])=[CH:4][CH:3]=1.[CH3:11][O:12][C:13](=[O:24])[C:14]1[CH:19]=[CH:18][C:17]([O:20][CH3:21])=[C:16]([CH3:22])[C:15]=1[NH2:23].O. (4) Given the product [CH3:1][O:2][CH:3]1[CH2:8][CH2:7][C:6](=[O:9])[CH2:5][CH2:4]1, predict the reactants needed to synthesize it. The reactants are: [CH3:1][O:2][CH:3]1[CH2:8][CH2:7][CH:6]([OH:9])[CH2:5][CH2:4]1.[Cr](Cl)([O-])(=O)=O.[NH+]1C=CC=CC=1.